Dataset: Full USPTO retrosynthesis dataset with 1.9M reactions from patents (1976-2016). Task: Predict the reactants needed to synthesize the given product. (1) Given the product [O:32]1[C:28]2([CH2:33][CH2:34][CH:25]([O:24][C:22]3[N:21]=[C:20]([C:35]([F:38])([F:37])[F:36])[N:19]=[C:18]([CH:9]([C:10]([O:12][CH2:2][CH3:3])=[O:11])[C:8]([O:14][CH2:15][CH3:16])=[O:13])[CH:23]=3)[CH2:26][CH2:27]2)[O:29][CH2:30][CH2:31]1, predict the reactants needed to synthesize it. The reactants are: O1CC[CH2:3][CH2:2]1.[H-].[Na+].[C:8]([O:14][CH2:15][CH3:16])(=[O:13])[CH2:9][C:10]([O-:12])=[O:11].Cl[C:18]1[CH:23]=[C:22]([O:24][CH:25]2[CH2:34][CH2:33][C:28]3([O:32][CH2:31][CH2:30][O:29]3)[CH2:27][CH2:26]2)[N:21]=[C:20]([C:35]([F:38])([F:37])[F:36])[N:19]=1. (2) Given the product [C:9]([O:14][CH:15]([O:17][C:18]([NH:1][CH2:2][CH2:3][CH2:4][P:5]([CH3:8])(=[O:6])[OH:7])=[O:19])[CH3:16])(=[O:13])[CH:10]([CH3:12])[CH3:11], predict the reactants needed to synthesize it. The reactants are: [NH2:1][CH2:2][CH2:3][CH2:4][P:5]([CH3:8])(=[O:7])[OH:6].[C:9]([O:14][CH:15]([O:17][C:18](OC1CC(=O)NC1=O)=[O:19])[CH3:16])(=[O:13])[CH:10]([CH3:12])[CH3:11]. (3) Given the product [CH2:1]([C:3]1[CH:4]=[CH:5][C:6]([C:9]2[N:14]=[C:13]([N:15]([CH3:35])[CH2:16][CH2:17][CH2:18][O:19][C:20]3[CH:21]=[C:22]4[C:26](=[CH:27][CH:28]=3)[C@H:25]([CH2:29][C:30]([OH:32])=[O:31])[CH2:24][CH2:23]4)[C:12]([CH3:36])=[CH:11][N:10]=2)=[CH:7][CH:8]=1)[CH3:2], predict the reactants needed to synthesize it. The reactants are: [CH2:1]([C:3]1[CH:8]=[CH:7][C:6]([C:9]2[N:14]=[C:13]([N:15]([CH3:35])[CH2:16][CH2:17][CH2:18][O:19][C:20]3[CH:21]=[C:22]4[C:26](=[CH:27][CH:28]=3)[C@H:25]([CH2:29][C:30]([O:32]CC)=[O:31])[CH2:24][CH2:23]4)[C:12]([CH3:36])=[CH:11][N:10]=2)=[CH:5][CH:4]=1)[CH3:2].O.[Li+].[OH-].Cl. (4) Given the product [Br:1][C:2]1[C:3]([O:18][CH3:19])=[N:4][N:5]([CH3:17])[C:6]=1[CH2:7][NH:8][CH3:9], predict the reactants needed to synthesize it. The reactants are: [Br:1][C:2]1[C:3]([O:18][CH3:19])=[N:4][N:5]([CH3:17])[C:6]=1[CH2:7][N:8](C)[C:9](=O)OC(C)(C)C.Cl. (5) The reactants are: [NH2:1][C:2]1[C:3]2[CH:30]=[CH:29][CH:28]=[CH:27][C:4]=2[C:5]2[C@H:6]([CH2:25][Cl:26])[CH2:7][N:8]([C:11]([C:13]34[CH2:17][C:15]([C:18]([O:20][C:21]([CH3:24])([CH3:23])[CH3:22])=[O:19])([CH2:16]3)[CH2:14]4)=[O:12])[C:9]=2[CH:10]=1.Cl[C:32](=[O:53])[C@@H:33]([NH:35][C:36](=[O:52])[O:37][CH2:38][CH:39]1[C:51]2[CH:50]=[CH:49][CH:48]=[CH:47][C:46]=2[C:45]2[C:40]1=[CH:41][CH:42]=[CH:43][CH:44]=2)[CH3:34]. Given the product [Cl:26][CH2:25][C@H:6]1[C:5]2[C:4]3[CH:27]=[CH:28][CH:29]=[CH:30][C:3]=3[C:2]([NH:1][C:32](=[O:53])[C@H:33]([CH3:34])[NH:35][C:36]([O:37][CH2:38][CH:39]3[C:40]4[CH:41]=[CH:42][CH:43]=[CH:44][C:45]=4[C:46]4[C:51]3=[CH:50][CH:49]=[CH:48][CH:47]=4)=[O:52])=[CH:10][C:9]=2[N:8]([C:11]([C:13]23[CH2:17][C:15]([C:18]([O:20][C:21]([CH3:24])([CH3:22])[CH3:23])=[O:19])([CH2:16]2)[CH2:14]3)=[O:12])[CH2:7]1, predict the reactants needed to synthesize it. (6) Given the product [CH3:1][N:2]([CH3:16])[S:3]([C:6]1[CH:7]=[C:8]2[C:12](=[CH:13][CH:14]=1)[NH:11][C:10](=[O:15])[C:9]2=[CH:35][C:30]1[NH:31][C:32]2[C:28]([CH:29]=1)=[CH:27][C:26]([O:25][CH2:24][CH2:23][N:17]1[CH2:22][CH2:21][O:20][CH2:19][CH2:18]1)=[CH:34][CH:33]=2)(=[O:5])=[O:4], predict the reactants needed to synthesize it. The reactants are: [CH3:1][N:2]([CH3:16])[S:3]([C:6]1[CH:7]=[C:8]2[C:12](=[CH:13][CH:14]=1)[NH:11][C:10](=[O:15])[CH2:9]2)(=[O:5])=[O:4].[N:17]1([CH2:23][CH2:24][O:25][C:26]2[CH:27]=[C:28]3[C:32](=[CH:33][CH:34]=2)[NH:31][C:30]([CH:35]=O)=[CH:29]3)[CH2:22][CH2:21][O:20][CH2:19][CH2:18]1. (7) Given the product [Cl:1][C:2]1[CH:9]=[C:8]([O:10][CH3:11])[C:7]([N+:12]([O-:14])=[O:13])=[CH:6][C:3]=1[CH2:4][OH:5], predict the reactants needed to synthesize it. The reactants are: [Cl:1][C:2]1[CH:9]=[C:8]([O:10][CH3:11])[C:7]([N+:12]([O-:14])=[O:13])=[CH:6][C:3]=1[CH:4]=[O:5].[BH4-].[Na+].